From a dataset of Reaction yield outcomes from USPTO patents with 853,638 reactions. Predict the reaction yield, written as a fraction of the theoretical maximum amount of product (1.0 means a 100% yield; for example, 0.34 means a 34% yield). (1) The yield is 0.968. The reactants are [C:1]1([CH:7](O)[CH:8]=[CH:9][CH3:10])[CH:6]=[CH:5][CH:4]=[CH:3][CH:2]=1.Cl.CC[O:15]CC.C(=O)(O)[O-].[Na+]. The product is [C:1]1([CH:7]=[CH:8][CH:9]([OH:15])[CH3:10])[CH:6]=[CH:5][CH:4]=[CH:3][CH:2]=1. The catalyst is O1CCOCC1. (2) The reactants are C[Si](C)(C)[O-].[K+].C([O:9][C:10](=[O:25])[C:11]([S:14]([CH:17]1[CH2:22][CH2:21][CH:20]([O:23][CH3:24])[CH2:19][CH2:18]1)(=[O:16])=[O:15])([CH3:13])[CH3:12])C. The catalyst is C1COCC1. The product is [CH3:24][O:23][CH:20]1[CH2:21][CH2:22][CH:17]([S:14]([C:11]([CH3:13])([CH3:12])[C:10]([OH:25])=[O:9])(=[O:16])=[O:15])[CH2:18][CH2:19]1. The yield is 0.730. (3) The reactants are [C:1]1([C:7]2[CH:12]=[C:11]([CH:13]3[CH2:18][NH:17][S:16](=[O:20])(=[O:19])[NH:15][CH2:14]3)[CH:10]=[CH:9][C:8]=2[NH:21][C:22]([C:24]2[N:25](COCC[Si](C)(C)C)[CH:26]=[C:27]([C:29]#[N:30])[N:28]=2)=[O:23])[CH2:6][CH2:5][CH2:4][CH2:3][CH:2]=1.C(N)CN.[F-].C([N+](CCCC)(CCCC)CCCC)CCC. The catalyst is CN(C=O)C. The product is [C:1]1([C:7]2[CH:12]=[C:11]([CH:13]3[CH2:18][NH:17][S:16](=[O:19])(=[O:20])[NH:15][CH2:14]3)[CH:10]=[CH:9][C:8]=2[NH:21][C:22]([C:24]2[NH:25][CH:26]=[C:27]([C:29]#[N:30])[N:28]=2)=[O:23])[CH2:6][CH2:5][CH2:4][CH2:3][CH:2]=1. The yield is 0.680. (4) The catalyst is CN(C=O)C. The product is [CH2:15]([O:17][C:18]([C:20]1([NH:29][C:12]([C:7]2[C:8]3[CH2:9][CH2:10][CH2:11][C:2](=[O:1])[C:3]=3[CH:4]=[CH:5][CH:6]=2)=[O:14])[CH2:28][C:27]2[C:22](=[CH:23][CH:24]=[CH:25][CH:26]=2)[CH2:21]1)=[O:19])[CH3:16]. The yield is 0.970. The reactants are [O:1]=[C:2]1[CH2:11][CH2:10][CH2:9][C:8]2[C:7]([C:12]([OH:14])=O)=[CH:6][CH:5]=[CH:4][C:3]1=2.[CH2:15]([O:17][C:18]([C:20]1([NH2:29])[CH2:28][C:27]2[C:22](=[CH:23][CH:24]=[CH:25][CH:26]=2)[CH2:21]1)=[O:19])[CH3:16].CN(C(ON1N=NC2C=CC=NC1=2)=[N+](C)C)C.F[P-](F)(F)(F)(F)F.CCN(C(C)C)C(C)C. (5) The reactants are [NH2:1][C:2]1[CH:3]=[C:4]([CH:21]=[CH:22][C:23]=1[F:24])[O:5][C:6]1[CH:7]=[CH:8][C:9]2[N:10]([CH:12]=[C:13]([NH:15][C:16]([CH:18]3[CH2:20][CH2:19]3)=[O:17])[N:14]=2)[N:11]=1.[CH3:25][N:26]1[C:30]([C:31](O)=[O:32])=[C:29]([CH3:34])[CH:28]=[N:27]1.O1CCCC1.S(Cl)(Cl)=O. The catalyst is CN(C)C=O.CN(C)C(=O)C. The product is [CH:18]1([C:16]([NH:15][C:13]2[N:14]=[C:9]3[CH:8]=[CH:7][C:6]([O:5][C:4]4[CH:21]=[CH:22][C:23]([F:24])=[C:2]([NH:1][C:31]([C:30]5[N:26]([CH3:25])[N:27]=[CH:28][C:29]=5[CH3:34])=[O:32])[CH:3]=4)=[N:11][N:10]3[CH:12]=2)=[O:17])[CH2:20][CH2:19]1. The yield is 0.670. (6) The reactants are [C:1](/[N:3]=[C:4](\SC)/[N:5]([CH2:14][C:15]#[N:16])[C:6]1[CH:11]=[C:10]([Cl:12])[CH:9]=[C:8]([Cl:13])[CH:7]=1)#[N:2].[NH2:19][NH2:20]. The catalyst is C(O)C. The product is [NH2:2][C:1]1[NH:20][N:19]=[C:4]([N:5]([CH2:14][C:15]#[N:16])[C:6]2[CH:11]=[C:10]([Cl:12])[CH:9]=[C:8]([Cl:13])[CH:7]=2)[N:3]=1. The yield is 0.330. (7) The reactants are C([N:8]1[CH2:13][CH2:12][C:11]2([CH2:22][C:21]3[C:16](=[CH:17][CH:18]=[CH:19][CH:20]=3)[O:15][CH2:14]2)[CH2:10][CH2:9]1)C1C=CC=CC=1.C(O)(=O)C. The catalyst is CO.[Pd]. The product is [NH:8]1[CH2:13][CH2:12][C:11]2([CH2:22][C:21]3[C:16](=[CH:17][CH:18]=[CH:19][CH:20]=3)[O:15][CH2:14]2)[CH2:10][CH2:9]1. The yield is 0.920. (8) The reactants are [NH2:1][C:2]1[CH:11]=[CH:10][C:5]([C:6]([O:8][CH3:9])=[O:7])=[CH:4][C:3]=1[I:12].[C:13](O[C:13]([O:15][C:16]([CH3:19])([CH3:18])[CH3:17])=[O:14])([O:15][C:16]([CH3:19])([CH3:18])[CH3:17])=[O:14].C(N(CC)CC)C. The catalyst is CN(C)C1C=CN=CC=1.ClCCl. The product is [C:16]([O:15][C:13]([NH:1][C:2]1[CH:11]=[CH:10][C:5]([C:6]([O:8][CH3:9])=[O:7])=[CH:4][C:3]=1[I:12])=[O:14])([CH3:19])([CH3:18])[CH3:17]. The yield is 0.500.